Dataset: Reaction yield outcomes from USPTO patents with 853,638 reactions. Task: Predict the reaction yield, written as a fraction of the theoretical maximum amount of product (1.0 means a 100% yield; for example, 0.34 means a 34% yield). (1) The reactants are [Br:1][C:2]1[C:3]([F:28])=[CH:4][C:5]2[O:11][CH2:10][CH2:9][N:8]3[C:12]([CH:18]([C:20]4[C:21]([CH3:26])=[N:22][N:23]([CH3:25])[CH:24]=4)[OH:19])=[C:13]([C:15]([OH:17])=O)[N:14]=[C:7]3[C:6]=2[CH:27]=1.[Cl-].[NH4+:30]. No catalyst specified. The product is [Br:1][C:2]1[C:3]([F:28])=[CH:4][C:5]2[O:11][CH2:10][CH2:9][N:8]3[C:12]([CH:18]([C:20]4[C:21]([CH3:26])=[N:22][N:23]([CH3:25])[CH:24]=4)[OH:19])=[C:13]([C:15]([NH2:30])=[O:17])[N:14]=[C:7]3[C:6]=2[CH:27]=1. The yield is 0.680. (2) The reactants are [Li].[Br:2][C:3]1[CH:8]=[C:7]([F:9])[CH:6]=[CH:5][C:4]=1[C@@H:10]1[N:15]=[C:14]([C:16]2[S:17][CH:18]=[CH:19][N:20]=2)[NH:13][C:12]([CH2:21][N:22]2[CH2:27][CH2:26][O:25][CH2:24][C@H:23]2[C:28]([OH:30])=[O:29])=[C:11]1[C:31]([O:33][C@@H:34](C)[C:35](OC(C)C)=O)=[O:32]. The catalyst is C(O)C. The product is [Br:2][C:3]1[CH:8]=[C:7]([F:9])[CH:6]=[CH:5][C:4]=1[C@@H:10]1[N:15]=[C:14]([C:16]2[S:17][CH:18]=[CH:19][N:20]=2)[NH:13][C:12]([CH2:21][N:22]2[CH2:27][CH2:26][O:25][CH2:24][C@H:23]2[C:28]([OH:30])=[O:29])=[C:11]1[C:31]([O:33][CH2:34][CH3:35])=[O:32]. The yield is 0.690. (3) The reactants are C([O:3][C:4]([C:6]12[CH2:24][CH:23]1[CH:22]=[CH:21][CH2:20][CH2:19][CH2:18][CH2:17][CH2:16][CH:15]([NH:25][C:26]([O:28][C:29]([CH3:32])([CH3:31])[CH3:30])=[O:27])[C:14](=[O:33])[N:13]1[CH:9]([CH2:10][CH:11]([O:34][Si:35]([C:38]([CH3:41])([CH3:40])[CH3:39])([CH3:37])[CH3:36])[CH2:12]1)[C:8](=[O:42])[NH:7]2)=[O:5])C.C1COCC1.CO.O.[OH-].[Li+]. The catalyst is O. The product is [C:29]([O:28][C:26]([NH:25][CH:15]1[C:14](=[O:33])[N:13]2[CH:9]([CH2:10][CH:11]([O:34][Si:35]([C:38]([CH3:40])([CH3:39])[CH3:41])([CH3:37])[CH3:36])[CH2:12]2)[C:8](=[O:42])[NH:7][C:6]2([C:4]([OH:5])=[O:3])[CH:23]([CH2:24]2)[CH:22]=[CH:21][CH2:20][CH2:19][CH2:18][CH2:17][CH2:16]1)=[O:27])([CH3:30])([CH3:31])[CH3:32]. The yield is 0.840. (4) The reactants are COC([C:5]1[N:6]=[C:7]([NH:10][C:11](=[O:26])[CH:12]([C:19]2[CH:24]=[CH:23][C:22]([Cl:25])=[CH:21][CH:20]=2)[CH2:13][CH:14]2[CH2:18][CH2:17][CH2:16][CH2:15]2)[S:8][CH:9]=1)=O.[H-].[Al+3].[Li+].[H-].[H-].[H-].[O:33]1CCC[CH2:34]1. No catalyst specified. The product is [Cl:25][C:22]1[CH:21]=[CH:20][C:19]([CH:12]([CH2:13][CH:14]2[CH2:15][CH2:16][CH2:17][CH2:18]2)[C:11]([NH:10][C:7]2[S:8][C:9]([CH2:34][OH:33])=[CH:5][N:6]=2)=[O:26])=[CH:24][CH:23]=1. The yield is 0.554. (5) The reactants are [OH:1][C:2]1([C:6]2[S:7][C:8]([C:11]3[CH:12]=[C:13]([NH:20][C:21]4[N:26]=[C:25]([O:27][CH:28]5[CH2:33][CH2:32][N:31]([C:34]([O:36][C:37]([CH3:40])([CH3:39])[CH3:38])=[O:35])[CH2:30][CH2:29]5)[CH:24]=[CH:23][N:22]=4)[CH:14]=[C:15]([N+:17]([O-])=O)[CH:16]=3)=[CH:9][N:10]=2)[CH2:5][CH2:4][CH2:3]1. The catalyst is CO.[Pt]. The product is [NH2:17][C:15]1[CH:14]=[C:13]([NH:20][C:21]2[N:26]=[C:25]([O:27][CH:28]3[CH2:29][CH2:30][N:31]([C:34]([O:36][C:37]([CH3:40])([CH3:39])[CH3:38])=[O:35])[CH2:32][CH2:33]3)[CH:24]=[CH:23][N:22]=2)[CH:12]=[C:11]([C:8]2[S:7][C:6]([C:2]3([OH:1])[CH2:5][CH2:4][CH2:3]3)=[N:10][CH:9]=2)[CH:16]=1. The yield is 0.820.